Dataset: Reaction yield outcomes from USPTO patents with 853,638 reactions. Task: Predict the reaction yield, written as a fraction of the theoretical maximum amount of product (1.0 means a 100% yield; for example, 0.34 means a 34% yield). (1) The reactants are [C:1]([O:4][CH2:5][C:6]([N:8]([CH2:13][C:14]1[N:18]([CH3:19])[C:17]([C:20]2[S:28][C:27]3[C:22](=[N:23][CH:24]=[CH:25][C:26]=3[O:29][C:30]3[CH:35]=[CH:34][C:33]([NH2:36])=[CH:32][C:31]=3[F:37])[CH:21]=2)=[N:16][CH:15]=1)[CH2:9][CH2:10][O:11][CH3:12])=[O:7])(=[O:3])[CH3:2].CC[N:40]([CH:44](C)C)[CH:41]([CH3:43])[CH3:42].ClC(Cl)([O:50]C(=O)OC(Cl)(Cl)Cl)Cl. The catalyst is C1COCC1. The product is [C:1]([O:4][CH2:5][C:6]([N:8]([CH2:13][C:14]1[N:18]([CH3:19])[C:17]([C:20]2[S:28][C:27]3[C:22](=[N:23][CH:24]=[CH:25][C:26]=3[O:29][C:30]3[CH:35]=[CH:34][C:33]([NH:36][C:44]([NH:40][CH:41]4[CH2:42][CH2:43]4)=[O:50])=[CH:32][C:31]=3[F:37])[CH:21]=2)=[N:16][CH:15]=1)[CH2:9][CH2:10][O:11][CH3:12])=[O:7])(=[O:3])[CH3:2]. The yield is 0.690. (2) The reactants are [CH3:1][O:2][C:3](=[O:16])[C:4]1[CH:9]=[CH:8][C:7]([O:10][CH2:11][C:12]([CH3:14])=[CH2:13])=[C:6](I)[CH:5]=1.C(=O)([O-])[O-].[K+].[K+].[C:23]1(B(O)O)[CH:28]=[CH:27][CH:26]=[CH:25][CH:24]=1. The catalyst is CN(C=O)C.[Cl-].C([N+](CCCC)(CCCC)CCCC)CCC.C([O-])(=O)C.[Pd+2].C([O-])(=O)C. The product is [CH3:1][O:2][C:3]([C:4]1[CH:9]=[CH:8][C:7]2[O:10][CH2:11][C:12]([CH2:14][C:23]3[CH:28]=[CH:27][CH:26]=[CH:25][CH:24]=3)([CH3:13])[C:6]=2[CH:5]=1)=[O:16]. The yield is 0.520. (3) The reactants are [F:1][C:2]([F:23])([F:22])[C:3]1[CH:4]=[C:5]([N:9]2[CH:14]=[CH:13][C:12](=[O:15])[C:11]([C:16]#[C:17][Si](C)(C)C)=[N:10]2)[CH:6]=[CH:7][CH:8]=1.Cl. The catalyst is CO.[OH-].[Na+]. The product is [C:16]([C:11]1[C:12](=[O:15])[CH:13]=[CH:14][N:9]([C:5]2[CH:6]=[CH:7][CH:8]=[C:3]([C:2]([F:23])([F:22])[F:1])[CH:4]=2)[N:10]=1)#[CH:17]. The yield is 0.590.